Task: Predict the reaction yield, written as a fraction of the theoretical maximum amount of product (1.0 means a 100% yield; for example, 0.34 means a 34% yield).. Dataset: Reaction yield outcomes from USPTO patents with 853,638 reactions (1) The reactants are [C:1]1([CH2:7][C:8](Cl)=[O:9])[CH:6]=[CH:5][CH:4]=[CH:3][CH:2]=1.[Cl:11][C:12]([Cl:21])([Cl:20])[C:13]([C:15]1[NH:16][CH:17]=[CH:18][CH:19]=1)=[O:14].[Cl-].[Cl-].[Cl-].[Al+3]. The catalyst is ClCCl. The product is [Cl:21][C:12]([Cl:11])([Cl:20])[C:13]([C:15]1[NH:16][CH:17]=[C:18]([C:8](=[O:9])[CH2:7][C:1]2[CH:6]=[CH:5][CH:4]=[CH:3][CH:2]=2)[CH:19]=1)=[O:14]. The yield is 0.600. (2) The reactants are C[O:2][C:3]1[CH:12]=[CH:11][C:10]2[C:5](=[CH:6][CH:7]=[C:8]([C:13]3[CH:18]=[C:17]([C:19]4[CH:28]=[CH:27][C:26]5[C:21](=[CH:22][CH:23]=[C:24]([O:29]C)[CH:25]=5)[CH:20]=4)[CH:16]=[C:15]([O:31]C)[CH:14]=3)[CH:9]=2)[CH:4]=1.B(Br)(Br)Br. No catalyst specified. The product is [OH:31][C:15]1[CH:16]=[C:17]([C:19]2[CH:20]=[C:21]3[C:26](=[CH:27][CH:28]=2)[CH:25]=[C:24]([OH:29])[CH:23]=[CH:22]3)[CH:18]=[C:13]([C:8]2[CH:7]=[CH:6][C:5]3[C:10](=[CH:11][CH:12]=[C:3]([OH:2])[CH:4]=3)[CH:9]=2)[CH:14]=1. The yield is 0.990.